Dataset: Merck oncology drug combination screen with 23,052 pairs across 39 cell lines. Task: Regression. Given two drug SMILES strings and cell line genomic features, predict the synergy score measuring deviation from expected non-interaction effect. (1) Drug 1: CN(C)C(=N)N=C(N)N. Drug 2: O=C(NOCC(O)CO)c1ccc(F)c(F)c1Nc1ccc(I)cc1F. Cell line: MDAMB436. Synergy scores: synergy=-8.10. (2) Drug 1: CN1C(=O)C=CC2(C)C3CCC4(C)C(NC(=O)OCC(F)(F)F)CCC4C3CCC12. Drug 2: O=C(NOCC(O)CO)c1ccc(F)c(F)c1Nc1ccc(I)cc1F. Cell line: OV90. Synergy scores: synergy=-10.3. (3) Drug 1: C=CCn1c(=O)c2cnc(Nc3ccc(N4CCN(C)CC4)cc3)nc2n1-c1cccc(C(C)(C)O)n1. Drug 2: O=C(O)C1(Cc2cccc(Nc3nccs3)n2)CCC(Oc2cccc(Cl)c2F)CC1. Cell line: HT144. Synergy scores: synergy=0.523. (4) Drug 1: Cn1c(=O)n(-c2ccc(C(C)(C)C#N)cc2)c2c3cc(-c4cnc5ccccc5c4)ccc3ncc21. Drug 2: Cn1cc(-c2cnn3c(N)c(Br)c(C4CCCNC4)nc23)cn1. Cell line: MSTO. Synergy scores: synergy=23.5.